From a dataset of Reaction yield outcomes from USPTO patents with 853,638 reactions. Predict the reaction yield, written as a fraction of the theoretical maximum amount of product (1.0 means a 100% yield; for example, 0.34 means a 34% yield). (1) The reactants are [C:1]([O:9][CH2:10][C:11]1[C:16](Cl)=[C:15]([F:18])[N:14]=[C:13]([F:19])[C:12]=1Cl)(=[O:8])[C:2]1[CH:7]=[CH:6][CH:5]=[CH:4][CH:3]=1. The catalyst is [Pd].C(O)C. The product is [C:1]([O:9][CH2:10][C:11]1[CH:16]=[C:15]([F:18])[N:14]=[C:13]([F:19])[CH:12]=1)(=[O:8])[C:2]1[CH:3]=[CH:4][CH:5]=[CH:6][CH:7]=1. The yield is 0.610. (2) The reactants are [CH2:1]([O:3][C:4](=[O:8])[C:5](Cl)=[O:6])[CH3:2].[Cl:9][C:10]1[S:11][CH:12]=[CH:13][C:14]=1[Cl:15].[Al+3].[Cl-].[Cl-].[Cl-]. The catalyst is [N+](C)([O-])=O. The product is [CH2:1]([O:3][C:4](=[O:8])[C:5]([C:12]1[S:11][C:10]([Cl:9])=[C:14]([Cl:15])[CH:13]=1)=[O:6])[CH3:2]. The yield is 0.820. (3) The reactants are [Cl:1][C:2]1[CH:7]=[CH:6][CH:5]=[CH:4][C:3]=1B(O)O.[NH2:11][C:12]1[N:13]=[C:14]([N:23]2[CH2:28][CH2:27][N:26]([C:29](=[O:39])[CH2:30][O:31][C:32]3[CH:37]=[CH:36][C:35]([Cl:38])=[CH:34][CH:33]=3)[CH2:25][CH2:24]2)[C:15]2[N:21]=[C:20](Cl)[CH:19]=[CH:18][C:16]=2[N:17]=1. No catalyst specified. The product is [NH2:11][C:12]1[N:13]=[C:14]([N:23]2[CH2:24][CH2:25][N:26]([C:29](=[O:39])[CH2:30][O:31][C:32]3[CH:37]=[CH:36][C:35]([Cl:38])=[CH:34][CH:33]=3)[CH2:27][CH2:28]2)[C:15]2[N:21]=[C:20]([C:3]3[CH:4]=[CH:5][CH:6]=[CH:7][C:2]=3[Cl:1])[CH:19]=[CH:18][C:16]=2[N:17]=1. The yield is 0.730. (4) The catalyst is N1C=CC=CC=1.C(Cl)Cl. The reactants are [F:1][C:2]1[CH:10]=[CH:9][C:5]([C:6](Cl)=[O:7])=[CH:4][CH:3]=1.[CH3:11][C:12]1[CH:17]=[CH:16][C:15]([NH2:18])=[CH:14][C:13]=1[O:19][CH:20]1[CH2:25][CH2:24][N:23]([CH3:26])[CH2:22][CH2:21]1. The yield is 0.860. The product is [F:1][C:2]1[CH:10]=[CH:9][C:5]([C:6]([NH:18][C:15]2[CH:16]=[CH:17][C:12]([CH3:11])=[C:13]([O:19][CH:20]3[CH2:25][CH2:24][N:23]([CH3:26])[CH2:22][CH2:21]3)[CH:14]=2)=[O:7])=[CH:4][CH:3]=1. (5) The reactants are [CH3:1][C:2]1[N:7]([CH2:8][C:9]2[S:10][C:11]([C:14]([F:17])([F:16])[F:15])=[CH:12][CH:13]=2)[C:6](=[O:18])[N:5]=[C:4](SC)[N:3]=1.Cl.[CH2:22]1[C:31]2[C:26](=[CH:27][CH:28]=[CH:29][CH:30]=2)[CH2:25][CH:24]([C:32]([O:34][CH2:35][CH3:36])=[O:33])[NH:23]1. No catalyst specified. The product is [CH3:1][C:2]1[N:7]([CH2:8][C:9]2[S:10][C:11]([C:14]([F:17])([F:16])[F:15])=[CH:12][CH:13]=2)[C:6](=[O:18])[N:5]=[C:4]([N:23]2[CH:24]([C:32]([O:34][CH2:35][CH3:36])=[O:33])[CH2:25][C:26]3[C:31](=[CH:30][CH:29]=[CH:28][CH:27]=3)[CH2:22]2)[N:3]=1. The yield is 0.330. (6) The reactants are [Br:1][C:2]1[CH:7]=[CH:6][C:5]([C@@H:8]([N:10]2[CH2:15][CH2:14][C:13]([CH2:19][CH2:20][CH2:21][OH:22])([CH:16]([CH3:18])[CH3:17])[O:12][C:11]2=[O:23])[CH3:9])=[CH:4][CH:3]=1.CC(C)=[O:26].OS(O)(=O)=O.O=[Cr](=O)=O. The catalyst is CC(C)=O. The product is [Br:1][C:2]1[CH:7]=[CH:6][C:5]([C@@H:8]([N:10]2[CH2:15][CH2:14][C:13]([CH2:19][CH2:20][C:21]([OH:26])=[O:22])([CH:16]([CH3:17])[CH3:18])[O:12][C:11]2=[O:23])[CH3:9])=[CH:4][CH:3]=1. The yield is 0.950.